Dataset: Catalyst prediction with 721,799 reactions and 888 catalyst types from USPTO. Task: Predict which catalyst facilitates the given reaction. Reactant: N[C:2]1[N:7]=[CH:6][C:5]([C:8]2[CH:13]=[CH:12][C:11]([C:14]3[N:15]([C:30]4[CH:35]=[CH:34][C:33]([Cl:36])=[CH:32][CH:31]=4)[C:16](=[O:29])[C:17]4[N:18]=[CH:19][N:20]([C:23]5[CH:28]=[CH:27][CH:26]=[CH:25][CH:24]=5)[C:21]=4[N:22]=3)=[CH:10][CH:9]=2)=[CH:4][CH:3]=1.N([O-])=[O:38].[Na+].OS(O)(=O)=O.C([O-])([O-])=O.[Na+].[Na+]. Product: [Cl:36][C:33]1[CH:34]=[CH:35][C:30]([N:15]2[C:16](=[O:29])[C:17]3[N:18]=[CH:19][N:20]([C:23]4[CH:24]=[CH:25][CH:26]=[CH:27][CH:28]=4)[C:21]=3[N:22]=[C:14]2[C:11]2[CH:12]=[CH:13][C:8]([C:5]3[CH:4]=[CH:3][C:2](=[O:38])[NH:7][CH:6]=3)=[CH:9][CH:10]=2)=[CH:31][CH:32]=1. The catalyst class is: 47.